The task is: Predict which catalyst facilitates the given reaction.. This data is from Catalyst prediction with 721,799 reactions and 888 catalyst types from USPTO. (1) Reactant: C[C:2]1[CH:3]=[CH:4][C:5]2[C:6]3[C:11]([CH:12]([NH2:17])[N:13](C)[C:14]=2[CH:15]=1)=[CH:10][CH:9]=[CH:8][CH:7]=3.[C:18](Cl)(=O)C.C(=O)(O)[O-].[Na+].C(Cl)Cl.[CH:30](O)([CH3:32])[CH3:31]. Product: [CH3:31][C:30]1[C:32]2[N:13]3[CH:14]=[CH:15][N:17]=[C:12]3[C:11]3[CH:10]=[CH:9][CH:8]=[CH:7][C:6]=3[C:5]=2[CH:4]=[C:3]([CH3:2])[CH:18]=1. The catalyst class is: 6. (2) Reactant: C(O)(C(F)(F)F)=O.[Cl:8][C:9]1[CH:14]=[CH:13][CH:12]=[CH:11][C:10]=1[C:15]1[O:19][C:18]([C:20]2[CH:25]=[CH:24][C:23]([NH:26][C:27](=[O:29])[CH3:28])=[CH:22][CH:21]=2)=[N:17][C:16]=1[C:30]1[N:34](COCC[Si](C)(C)C)[CH:33]=[N:32][N:31]=1. Product: [Cl:8][C:9]1[CH:14]=[CH:13][CH:12]=[CH:11][C:10]=1[C:15]1[O:19][C:18]([C:20]2[CH:21]=[CH:22][C:23]([NH:26][C:27](=[O:29])[CH3:28])=[CH:24][CH:25]=2)=[N:17][C:16]=1[C:30]1[N:34]=[CH:33][NH:32][N:31]=1. The catalyst class is: 2. (3) Reactant: [CH2:1]([C:5]1[C:6]([CH3:13])=[C:7]([C:10]([OH:12])=O)[S:8][CH:9]=1)[CH:2]([CH3:4])[CH3:3].Cl.[CH2:15]([O:18][C:19]1[C:28]([CH3:29])=[CH:27][C:22]([C:23]([NH:25][NH2:26])=[O:24])=[CH:21][C:20]=1[CH3:30])[CH:16]=[CH2:17].CCN(CC)CC.CN(C(ON1N=NC2C=CC=CC1=2)=[N+](C)C)C.[B-](F)(F)(F)F. Product: [CH2:1]([C:5]1[C:6]([CH3:13])=[C:7]([C:10]([NH:26][NH:25][C:23](=[O:24])[C:22]2[CH:21]=[C:20]([CH3:30])[C:19]([O:18][CH2:15][CH:16]=[CH2:17])=[C:28]([CH3:29])[CH:27]=2)=[O:12])[S:8][CH:9]=1)[CH:2]([CH3:3])[CH3:4]. The catalyst class is: 369. (4) Reactant: [CH:1]1([C:7]2[CH:20]=[CH:19][C:10]([O:11][CH2:12][C@H:13]3[O:17][C:16]([NH2:18])=[N:15][CH2:14]3)=[CH:9][CH:8]=2)[CH2:6][CH2:5][CH2:4][CH2:3][CH2:2]1.[C:21]1([C:27]#[C:28][C:29](OCC)=[O:30])[CH:26]=[CH:25][CH:24]=[CH:23][CH:22]=1. Product: [CH:1]1([C:7]2[CH:20]=[CH:19][C:10]([O:11][CH2:12][C@H:13]3[O:17][C:16]4=[N:18][C:29](=[O:30])[CH:28]=[C:27]([C:21]5[CH:26]=[CH:25][CH:24]=[CH:23][CH:22]=5)[N:15]4[CH2:14]3)=[CH:9][CH:8]=2)[CH2:2][CH2:3][CH2:4][CH2:5][CH2:6]1. The catalyst class is: 16. (5) Reactant: [F:1][C:2]1[CH:7]=[CH:6][C:5]([S:8]([NH:11][CH:12]([CH2:15][CH3:16])[CH2:13][CH3:14])(=[O:10])=[O:9])=[CH:4][CH:3]=1.Br[CH2:18][C:19]1[CH:26]=[CH:25][C:22]([C:23]#[N:24])=[CH:21][C:20]=1[F:27].C([O-])([O-])=O.[K+].[K+]. Product: [C:23]([C:22]1[CH:25]=[CH:26][C:19]([CH2:18][N:11]([CH:12]([CH2:15][CH3:16])[CH2:13][CH3:14])[S:8]([C:5]2[CH:4]=[CH:3][C:2]([F:1])=[CH:7][CH:6]=2)(=[O:10])=[O:9])=[C:20]([F:27])[CH:21]=1)#[N:24]. The catalyst class is: 3.